From a dataset of Blood-brain barrier permeability classification from the B3DB database. Regression/Classification. Given a drug SMILES string, predict its absorption, distribution, metabolism, or excretion properties. Task type varies by dataset: regression for continuous measurements (e.g., permeability, clearance, half-life) or binary classification for categorical outcomes (e.g., BBB penetration, CYP inhibition). Dataset: b3db_classification. The compound is CNCCCCOc1ccccc1Cc1ccccc1. The result is 1 (penetrates BBB).